This data is from Full USPTO retrosynthesis dataset with 1.9M reactions from patents (1976-2016). The task is: Predict the reactants needed to synthesize the given product. (1) The reactants are: [F:1][C:2]1[C:3]([NH:9][CH2:10][C@@H:11]2[CH2:16][CH2:15][C@H:14]([CH3:17])[CH2:13][N:12]2C(OC(C)(C)C)=O)=[N:4][CH:5]=[C:6]([F:8])[CH:7]=1.C(O)(C(F)(F)F)=O. Given the product [F:1][C:2]1[C:3]([NH:9][CH2:10][C@@H:11]2[CH2:16][CH2:15][C@H:14]([CH3:17])[CH2:13][NH:12]2)=[N:4][CH:5]=[C:6]([F:8])[CH:7]=1, predict the reactants needed to synthesize it. (2) Given the product [Cl:1][C:2]1[CH:32]=[CH:31][CH:30]=[C:29]([F:33])[C:3]=1[CH2:4][N:5]1[C:13]2[C:12](=[O:14])[N:11]([CH3:15])[C:10](=[O:16])[N:9]([CH3:17])[C:8]=2[N:7]=[C:6]1[N:18]1[CH2:23][CH2:22][CH2:21][CH:20]([C:24]([OH:26])=[O:25])[CH2:19]1, predict the reactants needed to synthesize it. The reactants are: [Cl:1][C:2]1[CH:32]=[CH:31][CH:30]=[C:29]([F:33])[C:3]=1[CH2:4][N:5]1[C:13]2[C:12](=[O:14])[N:11]([CH3:15])[C:10](=[O:16])[N:9]([CH3:17])[C:8]=2[N:7]=[C:6]1[N:18]1[CH2:23][CH2:22][CH2:21][CH:20]([C:24]([O:26]CC)=[O:25])[CH2:19]1.[Li+].[OH-]. (3) Given the product [F:28][CH:26]([F:27])[C:24]1[CH:23]=[C:22]([C:29]2[CH:30]=[N:31][C:32]([C:35]([F:38])([F:36])[F:37])=[CH:33][CH:34]=2)[N:21]=[C:20]([N:18]2[CH:19]=[C:15]([C:11]3[CH:10]=[C:9]([S:6]([NH2:5])(=[O:8])=[O:7])[CH:14]=[CH:13][CH:12]=3)[N:16]=[CH:17]2)[N:25]=1, predict the reactants needed to synthesize it. The reactants are: C([NH:5][S:6]([C:9]1[CH:14]=[CH:13][CH:12]=[C:11]([C:15]2[N:16]=[CH:17][N:18]([C:20]3[N:25]=[C:24]([CH:26]([F:28])[F:27])[CH:23]=[C:22]([C:29]4[CH:30]=[N:31][C:32]([C:35]([F:38])([F:37])[F:36])=[CH:33][CH:34]=4)[N:21]=3)[CH:19]=2)[CH:10]=1)(=[O:8])=[O:7])(C)(C)C.C(O)(C(F)(F)F)=O. (4) Given the product [CH:39]1([NH:44][C:32](=[O:33])[C:31]2[CH:35]=[CH:36][CH:37]=[CH:38][C:30]=2[S:27]([CH2:26][C:16]2[C:17]3[CH2:18][CH2:19][CH2:20][C:21](=[O:25])[C:22]=3[CH:23]=[CH:24][C:15]=2[O:14][C@@H:7]([C:8]2[CH:13]=[CH:12][CH:11]=[CH:10][CH:9]=2)[CH2:6][N:1]2[CH:5]=[CH:4][N:3]=[CH:2]2)(=[O:29])=[O:28])[CH2:43][CH2:42][CH2:41][CH2:40]1, predict the reactants needed to synthesize it. The reactants are: [N:1]1([CH2:6][C@@H:7]([O:14][C:15]2[CH:24]=[CH:23][C:22]3[C:21](=[O:25])[CH2:20][CH2:19][CH2:18][C:17]=3[C:16]=2[CH2:26][S:27]([C:30]2[CH:38]=[CH:37][CH:36]=[CH:35][C:31]=2[C:32](O)=[O:33])(=[O:29])=[O:28])[C:8]2[CH:13]=[CH:12][CH:11]=[CH:10][CH:9]=2)[CH:5]=[CH:4][N:3]=[CH:2]1.[CH:39]1([NH2:44])[CH2:43][CH2:42][CH2:41][CH2:40]1. (5) Given the product [CH3:7][O:8][C:9](=[O:34])[C:10]1[CH:15]=[CH:14][CH:13]=[C:12]([CH2:16][N:17]2[C:28]3[C:33](=[CH:32][CH:31]=[CH:30][CH:29]=3)/[C:19](=[C:20](/[C:21]3[CH:22]=[CH:23][CH:24]=[CH:25][CH:26]=3)\[C:2]3[CH:6]=[CH:5][S:4][CH:3]=3)/[C:18]2=[O:27])[CH:11]=1, predict the reactants needed to synthesize it. The reactants are: I[C:2]1[CH:6]=[CH:5][S:4][CH:3]=1.[CH3:7][O:8][C:9](=[O:34])[C:10]1[CH:15]=[CH:14][CH:13]=[C:12]([CH2:16][N:17]([C:28]2[CH:33]=[CH:32][CH:31]=[CH:30][CH:29]=2)[C:18](=[O:27])[C:19]#[C:20][C:21]2[CH:26]=[CH:25][CH:24]=[CH:23][CH:22]=2)[CH:11]=1.